This data is from Forward reaction prediction with 1.9M reactions from USPTO patents (1976-2016). The task is: Predict the product of the given reaction. (1) Given the reactants [F:1][C:2]1[CH:34]=[CH:33][C:5]([NH:6][C:7]2[CH:19]=[C:18](/[CH:20]=[CH:21]/[C:22]3[CH:27]=[CH:26][C:25]([O:28][C:29]([F:32])([F:31])[F:30])=[CH:24][CH:23]=3)[CH:17]=[CH:16][C:8]=2[C:9]([O:11]C(C)(C)C)=[O:10])=[CH:4][CH:3]=1, predict the reaction product. The product is: [F:1][C:2]1[CH:3]=[CH:4][C:5]([NH:6][C:7]2[CH:19]=[C:18](/[CH:20]=[CH:21]/[C:22]3[CH:27]=[CH:26][C:25]([O:28][C:29]([F:30])([F:31])[F:32])=[CH:24][CH:23]=3)[CH:17]=[CH:16][C:8]=2[C:9]([OH:11])=[O:10])=[CH:33][CH:34]=1. (2) Given the reactants [F:1][C:2]([F:14])([F:13])[C:3]1[CH:8]=[CH:7][N:6]2[N:9]=[C:10]([NH2:12])[N:11]=[C:5]2[CH:4]=1.Br[C:16]1[CH:21]=[CH:20][C:19]([N:22]2[CH:26]=[C:25]([CH3:27])[N:24]=[CH:23]2)=[C:18]([O:28][CH3:29])[CH:17]=1.C(Cl)Cl, predict the reaction product. The product is: [CH3:29][O:28][C:18]1[CH:17]=[C:16]([NH:12][C:10]2[N:11]=[C:5]3[CH:4]=[C:3]([C:2]([F:13])([F:1])[F:14])[CH:8]=[CH:7][N:6]3[N:9]=2)[CH:21]=[CH:20][C:19]=1[N:22]1[CH:26]=[C:25]([CH3:27])[N:24]=[CH:23]1. (3) Given the reactants [CH3:1][C:2]1[C:10]([O:11][C@H:12]2[CH2:17][CH2:16][C@H:15]([N:18]3[CH2:22][CH2:21][CH2:20][CH2:19]3)[CH2:14][CH2:13]2)=[CH:9][CH:8]=[C:7]2[C:3]=1[CH:4]=[N:5][N:6]2C1CCCCO1.Cl.O1CCOCC1, predict the reaction product. The product is: [CH3:1][C:2]1[C:10]([O:11][C@H:12]2[CH2:13][CH2:14][C@H:15]([N:18]3[CH2:22][CH2:21][CH2:20][CH2:19]3)[CH2:16][CH2:17]2)=[CH:9][CH:8]=[C:7]2[C:3]=1[CH:4]=[N:5][NH:6]2. (4) Given the reactants [C:1](Cl)(=[O:4])[CH:2]=[CH2:3].[CH2:6]([O:8][C:9](=[O:17])[C:10]1[CH:15]=[CH:14][C:13]([NH2:16])=[CH:12][CH:11]=1)[CH3:7].C(N(CC)CC)C, predict the reaction product. The product is: [CH2:6]([O:8][C:9](=[O:17])[C:10]1[CH:15]=[CH:14][C:13]([NH:16][C:1](=[O:4])[CH:2]=[CH2:3])=[CH:12][CH:11]=1)[CH3:7]. (5) Given the reactants [N+:1]([C:4]1[CH:5]=[N:6][CH:7]=[CH:8][C:9]=1Cl)([O-:3])=[O:2].C(N(CC)C(C)C)C.[C:19]([N:26]1[CH2:31][CH2:30][NH:29][CH2:28][CH2:27]1)([O:21][C:22]([CH3:25])([CH3:24])[CH3:23])=[O:20], predict the reaction product. The product is: [C:22]([O:21][C:19]([N:26]1[CH2:31][CH2:30][N:29]([C:9]2[CH:8]=[CH:7][N:6]=[CH:5][C:4]=2[N+:1]([O-:3])=[O:2])[CH2:28][CH2:27]1)=[O:20])([CH3:25])([CH3:23])[CH3:24]. (6) Given the reactants [CH3:1][N:2]([CH2:4][C:5]1[N:6]([C:24]2[CH:29]=[CH:28][C:27]([N+:30]([O-:32])=[O:31])=[CH:26][CH:25]=2)[N:7]=[C:8]2[C:13]=1[C:12](=[O:14])[N:11]([C:15]1[N:16]=[N:17][C:18]([O:21][CH3:22])=[CH:19][CH:20]=1)[C:10](=[O:23])[NH:9]2)[CH3:3].CN(C)C=O.[F:38][C:39]1[CH:46]=[CH:45][CH:44]=[C:43]([F:47])[C:40]=1[CH2:41]Cl.C(=O)([O-])[O-].[K+].[K+], predict the reaction product. The product is: [F:38][C:39]1[CH:46]=[CH:45][CH:44]=[C:43]([F:47])[C:40]=1[CH2:41][N:9]1[C:8]2=[N:7][N:6]([C:24]3[CH:25]=[CH:26][C:27]([N+:30]([O-:32])=[O:31])=[CH:28][CH:29]=3)[C:5]([CH2:4][N:2]([CH3:3])[CH3:1])=[C:13]2[C:12](=[O:14])[N:11]([C:15]2[N:16]=[N:17][C:18]([O:21][CH3:22])=[CH:19][CH:20]=2)[C:10]1=[O:23]. (7) Given the reactants [N:1]1([C:6]2[CH:14]=[CH:13][CH:12]=[C:11]3[C:7]=2[C:8]([NH2:15])=[N:9][NH:10]3)[CH:5]=[CH:4][CH:3]=[N:2]1.CC1(C)OC(=O)[CH:20]([C:24]([CH:26]2[CH2:31][CH2:30][N:29]([C:32]([O:34][C:35]([CH3:38])([CH3:37])[CH3:36])=[O:33])[CH2:28][CH2:27]2)=O)[C:19](=O)[O:18]1.P([O-])([O-])([O-])=O.[K+].[K+].[K+].Cl, predict the reaction product. The product is: [O:18]=[C:19]1[CH:20]=[C:24]([CH:26]2[CH2:31][CH2:30][N:29]([C:32]([O:34][C:35]([CH3:38])([CH3:37])[CH3:36])=[O:33])[CH2:28][CH2:27]2)[N:9]2[N:10]=[C:11]3[C:7]([C:6]([N:1]4[CH:5]=[CH:4][CH:3]=[N:2]4)=[CH:14][CH:13]=[CH:12]3)=[C:8]2[NH:15]1. (8) Given the reactants Cl[C:2]1[C:7]([C:8]2[CH:13]=[CH:12][CH:11]=[CH:10][CH:9]=2)=[CH:6][N:5]2[CH:14]=[C:15]([CH3:17])[N:16]=[C:4]2[N:3]=1.C([O-])([O-])=O.[Na+].[Na+].[CH:24]([C:26]1[CH:31]=[CH:30][C:29](B(O)O)=[CH:28][CH:27]=1)=[O:25], predict the reaction product. The product is: [CH3:17][C:15]1[N:16]=[C:4]2[N:3]=[C:2]([C:29]3[CH:30]=[CH:31][C:26]([CH:24]=[O:25])=[CH:27][CH:28]=3)[C:7]([C:8]3[CH:13]=[CH:12][CH:11]=[CH:10][CH:9]=3)=[CH:6][N:5]2[CH:14]=1. (9) Given the reactants Br[C:2]1[O:6][C:5]([CH3:7])=[C:4]([CH:8]=[O:9])[CH:3]=1.[F:10][C:11]1[C:16]([O:17][CH3:18])=[CH:15][CH:14]=[CH:13][C:12]=1B(O)O.C(=O)([O-])[O-].[Na+].[Na+].COCCOC, predict the reaction product. The product is: [F:10][C:11]1[C:16]([O:17][CH3:18])=[CH:15][CH:14]=[CH:13][C:12]=1[C:2]1[O:6][C:5]([CH3:7])=[C:4]([CH:8]=[O:9])[CH:3]=1.